From a dataset of Full USPTO retrosynthesis dataset with 1.9M reactions from patents (1976-2016). Predict the reactants needed to synthesize the given product. (1) Given the product [CH:22]([N:25]1[CH2:30][CH2:29][CH:28]([NH:31][C:2]([C:3]2[NH:7][C:6]3[CH:8]=[CH:9][C:10]([S:12]([CH2:15][CH2:16][OH:17])(=[O:14])=[O:13])=[CH:11][C:5]=3[N:4]=2)=[O:33])[CH2:27][CH2:26]1)([CH3:24])[CH3:23], predict the reactants needed to synthesize it. The reactants are: Cl[C:2](Cl)(Cl)[C:3]1[NH:7][C:6]2[CH:8]=[CH:9][C:10]([S:12]([CH2:15][CH2:16][OH:17])(=[O:14])=[O:13])=[CH:11][C:5]=2[N:4]=1.Cl.Cl.[CH:22]([N:25]1[CH2:30][CH2:29][CH:28]([NH2:31])[CH2:27][CH2:26]1)([CH3:24])[CH3:23].C([O-])(O)=[O:33].[Na+]. (2) Given the product [CH2:15]([NH:14][C:12]([C:9]1[N:7]2[CH:8]=[C:3]([CH:1]=[O:25])[CH:4]=[CH:5][C:6]2=[N:11][CH:10]=1)=[O:13])[CH3:16], predict the reactants needed to synthesize it. The reactants are: [CH:1]([C:3]1[CH:4]=[CH:5][C:6]2[N:7]([C:9]([C:12]([NH:14][CH2:15][CH3:16])=[O:13])=[CH:10][N:11]=2)[CH:8]=1)=C.N1C(C)=CC=CC=1C.[O:25]1CCOCC1.O. (3) Given the product [NH2:15][C:14]1[C:16]([C:4]([C:3]2[CH:6]=[CH:7][CH:8]=[CH:9][C:2]=2[Cl:1])=[O:5])=[CH:17][C:18]2[O:19][CH2:10][O:11][C:12]=2[CH:13]=1, predict the reactants needed to synthesize it. The reactants are: [Cl:1][C:2]1[CH:9]=[CH:8][CH:7]=[CH:6][C:3]=1[CH:4]=[O:5].[CH2:10]1[O:19][C:18]2[CH:17]=[CH:16][C:14]([NH2:15])=[CH:13][C:12]=2[O:11]1. (4) Given the product [F:36][C:30]1[CH:31]=[CH:32][CH:33]=[C:34]([F:35])[C:29]=1[S:26]([NH:25][C:21]1[CH:22]=[CH:23][CH:24]=[C:19]([C:9]2[N:10]=[C:11]([N:13]3[CH2:18][CH2:17][O:16][CH2:15][CH2:14]3)[S:12][C:8]=2[C:6]2[CH:5]=[CH:4][N:3]=[C:2]([NH:42][CH2:38][CH:39]([CH3:41])[CH3:40])[N:7]=2)[C:20]=1[F:37])(=[O:28])=[O:27], predict the reactants needed to synthesize it. The reactants are: Cl[C:2]1[N:7]=[C:6]([C:8]2[S:12][C:11]([N:13]3[CH2:18][CH2:17][O:16][CH2:15][CH2:14]3)=[N:10][C:9]=2[C:19]2[C:20]([F:37])=[C:21]([NH:25][S:26]([C:29]3[C:34]([F:35])=[CH:33][CH:32]=[CH:31][C:30]=3[F:36])(=[O:28])=[O:27])[CH:22]=[CH:23][CH:24]=2)[CH:5]=[CH:4][N:3]=1.[CH2:38]([NH2:42])[CH:39]([CH3:41])[CH3:40]. (5) The reactants are: [CH:1]([C:4]1[CH:19]=[CH:18][CH:17]=[C:16]([CH:20]([CH3:22])[CH3:21])[C:5]=1[NH:6][C:7]1[CH:12]=[CH:11][CH:10]=[CH:9][C:8]=1[N+:13]([O-])=O)([CH3:3])[CH3:2].[H][H]. Given the product [CH:20]([C:16]1[CH:17]=[CH:18][CH:19]=[C:4]([CH:1]([CH3:3])[CH3:2])[C:5]=1[NH:6][C:7]1[C:8]([NH2:13])=[CH:9][CH:10]=[CH:11][CH:12]=1)([CH3:21])[CH3:22], predict the reactants needed to synthesize it. (6) Given the product [CH3:1][O:2][C:3]1[CH:8]=[CH:7][CH:6]=[CH:5][C:4]=1[C:9]1[CH:17]=[C:16]2[C:12]([C:13](=[CH:19][C:21]3[NH:22][C:23]([CH3:31])=[CH:24][C:25]=3[CH2:26][CH2:27][C:28]([OH:30])=[O:29])[C:14](=[O:18])[NH:15]2)=[CH:11][CH:10]=1, predict the reactants needed to synthesize it. The reactants are: [CH3:1][O:2][C:3]1[CH:8]=[CH:7][CH:6]=[CH:5][C:4]=1[C:9]1[CH:17]=[C:16]2[C:12]([CH2:13][C:14](=[O:18])[NH:15]2)=[CH:11][CH:10]=1.[CH:19]([C:21]1[NH:22][C:23]([CH3:31])=[CH:24][C:25]=1[CH2:26][CH2:27][C:28]([OH:30])=[O:29])=O. (7) Given the product [OH:26][CH:27]1[CH2:30][CH:29]([C:31]#[C:32][C:33]2[O:37][N:36]=[C:35]([CH2:38][CH2:39][C@@:40]([CH3:55])([S:51]([CH3:54])(=[O:52])=[O:53])[C:41]([O:43][CH2:44][C:45]3[CH:46]=[CH:47][CH:48]=[CH:49][CH:50]=3)=[O:42])[CH:34]=2)[CH2:28]1, predict the reactants needed to synthesize it. The reactants are: CCCC[N+](CCCC)(CCCC)CCCC.[F-].[Si]([O:26][CH:27]1[CH2:30][CH:29]([C:31]#[C:32][C:33]2[O:37][N:36]=[C:35]([CH2:38][CH2:39][C@@:40]([CH3:55])([S:51]([CH3:54])(=[O:53])=[O:52])[C:41]([O:43][CH2:44][C:45]3[CH:50]=[CH:49][CH:48]=[CH:47][CH:46]=3)=[O:42])[CH:34]=2)[CH2:28]1)(C(C)(C)C)(C)C. (8) The reactants are: [CH3:1][C:2]1[C:7]([CH3:8])=[CH:6][CH:5]=[CH:4][C:3]=1[C:9]#[CH:10].[Br:11][C:12]1[CH:19]=[CH:18][C:15]([CH2:16][SH:17])=[CH:14][CH:13]=1.[Na]. Given the product [CH3:1][C:2]1[C:7]([CH3:8])=[CH:6][CH:5]=[CH:4][C:3]=1/[CH:9]=[CH:10]\[CH:16]([S:17][CH:16](/[CH:10]=[CH:9]\[C:3]1[CH:4]=[CH:5][CH:6]=[C:7]([CH3:8])[C:2]=1[CH3:1])[C:15]1[CH:18]=[CH:19][C:12]([Br:11])=[CH:13][CH:14]=1)[C:15]1[CH:18]=[CH:19][C:12]([Br:11])=[CH:13][CH:14]=1, predict the reactants needed to synthesize it. (9) Given the product [Br:14][C:15]1[CH:16]=[C:17]([CH:22]=[CH:23][C:24]=1[CH2:25][NH:1][CH2:2][C@@H:3]([OH:7])[CH2:4][O:5][CH3:6])[C:18]([O:20][CH3:21])=[O:19], predict the reactants needed to synthesize it. The reactants are: [NH2:1][CH2:2][C@@H:3]([OH:7])[CH2:4][O:5][CH3:6].C([O-])([O-])=O.[K+].[K+].[Br:14][C:15]1[CH:16]=[C:17]([CH:22]=[CH:23][C:24]=1[CH2:25]Br)[C:18]([O:20][CH3:21])=[O:19]. (10) Given the product [NH2:2][C:15]1[C:10]2[C:9]([C:17]3[CH:18]=[C:19]([NH:23][C:24](=[O:31])[C:25]4[CH:30]=[CH:29][CH:28]=[CH:27][CH:26]=4)[CH:20]=[CH:21][CH:22]=3)=[CH:8][N:7]([CH2:3][CH2:4][CH:5]=[CH2:6])[C:11]=2[N:12]=[CH:13][N:14]=1, predict the reactants needed to synthesize it. The reactants are: [OH-].[NH3:2].[CH2:3]([N:7]1[C:11]2[N:12]=[CH:13][N:14]=[C:15](Cl)[C:10]=2[C:9]([C:17]2[CH:18]=[C:19]([NH:23][C:24](=[O:31])[C:25]3[CH:30]=[CH:29][CH:28]=[CH:27][CH:26]=3)[CH:20]=[CH:21][CH:22]=2)=[CH:8]1)[CH2:4][CH:5]=[CH2:6].